Dataset: Full USPTO retrosynthesis dataset with 1.9M reactions from patents (1976-2016). Task: Predict the reactants needed to synthesize the given product. (1) The reactants are: [NH2:1][C:2]1[N:7]=[C:6]([O:8][CH2:9][CH3:10])[C:5]([NH2:11])=[C:4]([NH2:12])[N:3]=1.[CH:13]([CH:15]=O)=O. Given the product [NH2:1][C:2]1[N:7]=[C:6]([O:8][CH2:9][CH3:10])[C:5]2[C:4](=[N:12][CH:13]=[CH:15][N:11]=2)[N:3]=1, predict the reactants needed to synthesize it. (2) The reactants are: [CH:1]1([CH2:4][C:5]([NH:7][CH2:8][C@@H:9]2[O:13][C:12](=[O:14])[N:11]([C:15]3[CH:34]=[CH:33][C:18]4[C:19]5[N:20](C(=O)CC6CC6)[N:21]=[CH:22][C:23]=5[CH2:24][CH2:25][CH2:26][C:17]=4[CH:16]=3)[CH2:10]2)=[O:6])[CH2:3][CH2:2]1.C(N)C1C=CC=CC=1. Given the product [CH:1]1([CH2:4][C:5]([NH:7][CH2:8][C@@H:9]2[O:13][C:12](=[O:14])[N:11]([C:15]3[CH:34]=[CH:33][C:18]4[C:19]5[NH:20][N:21]=[CH:22][C:23]=5[CH2:24][CH2:25][CH2:26][C:17]=4[CH:16]=3)[CH2:10]2)=[O:6])[CH2:2][CH2:3]1, predict the reactants needed to synthesize it. (3) The reactants are: [Cl:1][CH2:2][C:3]1[CH:8]=[CH:7][C:6]([C:9]2[O:13][N:12]=[C:11]([CH3:14])[C:10]=2C(O)=O)=[CH:5][CH:4]=1.C([N:20]([CH2:23]C)CC)C.C1(P(N=[N+]=[N-])(C2C=CC=CC=2)=[O:32])C=CC=CC=1.[C:42]1([C@H:48]([OH:50])[CH3:49])[CH:47]=[CH:46][CH:45]=[CH:44][CH:43]=1. Given the product [C:42]1([C@H:48]([O:50][C:23](=[O:32])[NH:20][C:10]2[C:11]([CH3:14])=[N:12][O:13][C:9]=2[C:6]2[CH:5]=[CH:4][C:3]([CH2:2][Cl:1])=[CH:8][CH:7]=2)[CH3:49])[CH:47]=[CH:46][CH:45]=[CH:44][CH:43]=1, predict the reactants needed to synthesize it. (4) Given the product [F:1][C:2]1[CH:3]=[CH:4][C:5]([C:8]2[N:12]=[C:11]([C:13]3[CH:14]=[C:15]([NH:21][CH:22]4[CH2:26][CH2:25][CH2:24][CH2:23]4)[CH:16]=[C:17]([C:19]#[N:20])[CH:18]=3)[O:10][N:9]=2)=[N:6][CH:7]=1, predict the reactants needed to synthesize it. The reactants are: [F:1][C:2]1[CH:3]=[CH:4][C:5]([C:8]2[N:12]=[C:11]([C:13]3[CH:18]=[C:17]([C:19]#[N:20])[CH:16]=[C:15]([NH2:21])[CH:14]=3)[O:10][N:9]=2)=[N:6][CH:7]=1.[C:22]1(=O)[CH2:26][CH2:25][CH2:24][CH2:23]1.C([BH3-])#N.[Na+].O1CCCC1.